From a dataset of NCI-60 drug combinations with 297,098 pairs across 59 cell lines. Regression. Given two drug SMILES strings and cell line genomic features, predict the synergy score measuring deviation from expected non-interaction effect. (1) Drug 1: CN(CC1=CN=C2C(=N1)C(=NC(=N2)N)N)C3=CC=C(C=C3)C(=O)NC(CCC(=O)O)C(=O)O. Synergy scores: CSS=35.7, Synergy_ZIP=-6.39, Synergy_Bliss=-9.56, Synergy_Loewe=-3.24, Synergy_HSA=-3.76. Cell line: SN12C. Drug 2: C1=CN(C(=O)N=C1N)C2C(C(C(O2)CO)O)O.Cl. (2) Drug 1: C1=CC=C(C=C1)NC(=O)CCCCCCC(=O)NO. Drug 2: CC12CCC3C(C1CCC2OP(=O)(O)O)CCC4=C3C=CC(=C4)OC(=O)N(CCCl)CCCl.[Na+]. Cell line: OVCAR-8. Synergy scores: CSS=28.4, Synergy_ZIP=-11.6, Synergy_Bliss=-8.53, Synergy_Loewe=-44.5, Synergy_HSA=-6.16. (3) Drug 1: CN(C)N=NC1=C(NC=N1)C(=O)N. Drug 2: C1CC(C1)(C(=O)O)C(=O)O.[NH2-].[NH2-].[Pt+2]. Cell line: LOX IMVI. Synergy scores: CSS=54.2, Synergy_ZIP=-9.60, Synergy_Bliss=-5.24, Synergy_Loewe=-1.99, Synergy_HSA=0.983. (4) Drug 1: CNC(=O)C1=CC=CC=C1SC2=CC3=C(C=C2)C(=NN3)C=CC4=CC=CC=N4. Drug 2: CC1=C(C(=O)C2=C(C1=O)N3CC4C(C3(C2COC(=O)N)OC)N4)N. Cell line: SN12C. Synergy scores: CSS=29.6, Synergy_ZIP=2.72, Synergy_Bliss=4.11, Synergy_Loewe=-6.45, Synergy_HSA=4.27. (5) Drug 1: C1=CN(C(=O)N=C1N)C2C(C(C(O2)CO)O)O.Cl. Drug 2: C1CN1C2=NC(=NC(=N2)N3CC3)N4CC4. Cell line: 786-0. Synergy scores: CSS=39.8, Synergy_ZIP=-2.82, Synergy_Bliss=-1.77, Synergy_Loewe=-7.74, Synergy_HSA=1.16. (6) Drug 1: C1=CC=C(C=C1)NC(=O)CCCCCCC(=O)NO. Drug 2: C1CN1C2=NC(=NC(=N2)N3CC3)N4CC4. Cell line: MALME-3M. Synergy scores: CSS=23.8, Synergy_ZIP=-12.1, Synergy_Bliss=-2.91, Synergy_Loewe=-1.35, Synergy_HSA=0.835.